This data is from Catalyst prediction with 721,799 reactions and 888 catalyst types from USPTO. The task is: Predict which catalyst facilitates the given reaction. Product: [CH3:12][NH:13][C:2]1[N:7]=[C:6]([NH2:8])[C:5]([N+:9]([O-:11])=[O:10])=[CH:4][N:3]=1. The catalyst class is: 6. Reactant: Cl[C:2]1[N:7]=[C:6]([NH2:8])[C:5]([N+:9]([O-:11])=[O:10])=[CH:4][N:3]=1.[CH3:12][NH2:13].